From a dataset of Reaction yield outcomes from USPTO patents with 853,638 reactions. Predict the reaction yield, written as a fraction of the theoretical maximum amount of product (1.0 means a 100% yield; for example, 0.34 means a 34% yield). (1) The reactants are [CH2:1]1[O:9][CH:2]1[C:3]1[CH:8]=[CH:7][CH:6]=[CH:5][CH:4]=1.[NH:10]1[CH2:14][CH2:13][CH2:12][CH2:11]1. No catalyst specified. The product is [OH:9][CH:2]([C:3]1[CH:8]=[CH:7][CH:6]=[CH:5][CH:4]=1)[CH2:1][N:10]1[CH2:14][CH2:13][CH2:12][CH2:11]1. The yield is 0.570. (2) The reactants are [Cl:1][C:2]1[C:6]([Cl:7])=[C:5]([C:8]([OH:10])=O)[S:4][N:3]=1.[F:11][C:12]1[C:13]([NH2:27])=[N:14][C:15]([O:18][CH2:19][C:20]2[CH:25]=[CH:24][C:23]([F:26])=[CH:22][CH:21]=2)=[N:16][CH:17]=1.[Li+].C[Si]([N-][Si](C)(C)C)(C)C.ClN1C(Cl)=C(C(Cl)=O)SC1. The catalyst is C(Cl)(=O)C(Cl)=O.CN(C)C=O.C1COCC1.O. The product is [F:11][C:12]1[C:13]([NH:27][C:8]([C:5]2[S:4][N:3]=[C:2]([Cl:1])[C:6]=2[Cl:7])=[O:10])=[N:14][C:15]([O:18][CH2:19][C:20]2[CH:21]=[CH:22][C:23]([F:26])=[CH:24][CH:25]=2)=[N:16][CH:17]=1. The yield is 0.120.